This data is from Catalyst prediction with 721,799 reactions and 888 catalyst types from USPTO. The task is: Predict which catalyst facilitates the given reaction. (1) Reactant: C([O:3][C:4](=[O:32])[CH2:5][CH2:6][CH2:7][CH2:8][CH2:9][CH2:10][N:11]1[C@@H:15](/[CH:16]=[CH:17]/[CH:18]([OH:28])[C:19]2[O:20][C:21]([C:24]([F:27])([F:26])[F:25])=[CH:22][CH:23]=2)[CH2:14][C:13]([CH3:30])([CH3:29])[C:12]1=[O:31])C.[OH-].[Na+]. Product: [OH:28][CH:18]([C:19]1[O:20][C:21]([C:24]([F:27])([F:26])[F:25])=[CH:22][CH:23]=1)/[CH:17]=[CH:16]/[C@@H:15]1[N:11]([CH2:10][CH2:9][CH2:8][CH2:7][CH2:6][CH2:5][C:4]([OH:32])=[O:3])[C:12](=[O:31])[C:13]([CH3:30])([CH3:29])[CH2:14]1. The catalyst class is: 5. (2) Reactant: Cl[C:2]1[N:7]=[C:6]([C:8]2[CH:13]=[CH:12][C:11]([F:14])=[C:10]([Cl:15])[CH:9]=2)[CH:5]=[C:4]([N:16]2[CH2:21][CH2:20][N:19]([C:22]3[C:27]([C:28]([F:31])([F:30])[F:29])=[CH:26][CH:25]=[CH:24][N:23]=3)[CH2:18][CH2:17]2)[N:3]=1.C([Sn](CCCC)(CCCC)[C:37]1[CH:38]=[N:39][CH:40]=[CH:41][CH:42]=1)CCC. Product: [Cl:15][C:10]1[CH:9]=[C:8]([C:6]2[N:7]([C:37]3[CH:38]=[N:39][CH:40]=[CH:41][CH:42]=3)[CH2:2][N:3]=[C:4]([N:16]3[CH2:21][CH2:20][N:19]([C:22]4[C:27]([C:28]([F:29])([F:31])[F:30])=[CH:26][CH:25]=[CH:24][N:23]=4)[CH2:18][CH2:17]3)[CH:5]=2)[CH:13]=[CH:12][C:11]=1[F:14]. The catalyst class is: 109. (3) Reactant: [N-:1]=[N+:2]=[N-:3].[Na+].[Cl-].[NH4+].[Cl:7][C:8]1[CH:43]=[CH:42][CH:41]=[CH:40][C:9]=1[CH2:10][N:11]1[C:19]2[C:18](=[O:20])[N:17]([CH3:21])[C:16](=[O:22])[N:15]([CH3:23])[C:14]=2[C:13]([C:24]#[N:25])=[C:12]1[N:26]1[CH2:31][CH2:30][CH2:29][C@@H:28]([NH:32][C:33](=[O:39])[O:34][C:35]([CH3:38])([CH3:37])[CH3:36])[CH2:27]1.S([O-])(O)(=O)=O.[K+]. Product: [Cl:7][C:8]1[CH:43]=[CH:42][CH:41]=[CH:40][C:9]=1[CH2:10][N:11]1[C:19]2[C:18](=[O:20])[N:17]([CH3:21])[C:16](=[O:22])[N:15]([CH3:23])[C:14]=2[C:13]([C:24]2[NH:25][N:3]=[N:2][N:1]=2)=[C:12]1[N:26]1[CH2:31][CH2:30][CH2:29][C@@H:28]([NH:32][C:33](=[O:39])[O:34][C:35]([CH3:36])([CH3:37])[CH3:38])[CH2:27]1. The catalyst class is: 9.